This data is from Full USPTO retrosynthesis dataset with 1.9M reactions from patents (1976-2016). The task is: Predict the reactants needed to synthesize the given product. (1) The reactants are: [CH:1]1([N:4]([CH2:18][C:19]2[O:23][CH:22]=[C:21]([C:24]([OH:26])=O)[CH:20]=2)[S:5]([C:8]2[C:13]([CH3:14])=[CH:12][C:11]([O:15][CH3:16])=[CH:10][C:9]=2[CH3:17])(=[O:7])=[O:6])[CH2:3][CH2:2]1.CCN=C=NCCCN(C)C.C1C=CC2N(O)N=NC=2C=1.CCN(C(C)C)C(C)C.Cl.Cl.[CH3:59][O:60][CH:61]1[CH2:64][N:63]([CH2:65][C:66]2[CH:71]=[CH:70][C:69]([CH2:72][NH:73][CH3:74])=[CH:68][CH:67]=2)[CH2:62]1. Given the product [CH:1]1([N:4]([CH2:18][C:19]2[O:23][CH:22]=[C:21]([C:24]([N:73]([CH2:72][C:69]3[CH:68]=[CH:67][C:66]([CH2:65][N:63]4[CH2:64][CH:61]([O:60][CH3:59])[CH2:62]4)=[CH:71][CH:70]=3)[CH3:74])=[O:26])[CH:20]=2)[S:5]([C:8]2[C:9]([CH3:17])=[CH:10][C:11]([O:15][CH3:16])=[CH:12][C:13]=2[CH3:14])(=[O:7])=[O:6])[CH2:3][CH2:2]1, predict the reactants needed to synthesize it. (2) The reactants are: [Cl:1][C:2]1[CH:7]=[CH:6][C:5]([S:8]([N:11]([CH2:21][C:22]2[CH:33]=[CH:32][C:25]([C:26]([NH:28][CH2:29][CH2:30][OH:31])=O)=[CH:24][CH:23]=2)[C@H:12]([C:15]2[CH:20]=[CH:19][CH:18]=[CH:17][CH:16]=2)[CH2:13][CH3:14])(=[O:10])=[O:9])=[CH:4][CH:3]=1.C(N([S])CC)C.C(=O)([O-])[O-].[K+].[K+]. Given the product [Cl:1][C:2]1[CH:7]=[CH:6][C:5]([S:8]([N:11]([CH2:21][C:22]2[CH:33]=[CH:32][C:25]([C:26]3[O:31][CH2:30][CH2:29][N:28]=3)=[CH:24][CH:23]=2)[C@H:12]([C:15]2[CH:20]=[CH:19][CH:18]=[CH:17][CH:16]=2)[CH2:13][CH3:14])(=[O:10])=[O:9])=[CH:4][CH:3]=1, predict the reactants needed to synthesize it. (3) Given the product [C:38]([O:37][C:35]([O:34][C@@:15]12[CH2:23][C@@H:22]([C:24]([O:26][C@H:47]3[C@@:48]4([OH:63])[C@H:53]([C@H:52]([C:57]([CH3:61])=[C:58]([F:60])[F:59])[CH2:51][CH2:50][C@@H:49]4[CH3:62])[CH:54]=[C:55]([CH3:56])[C@H:46]3[O:45][C:42](=[O:44])[CH3:43])=[O:25])[N:21]([C:27]([O:29][C:30]([CH3:33])([CH3:32])[CH3:31])=[O:28])[C@@H:16]1[O:17][N:18]([CH3:20])[C:19]1[C:10]([Cl:9])=[CH:11][CH:12]=[CH:13][C:14]=12)=[O:36])([CH3:41])([CH3:40])[CH3:39], predict the reactants needed to synthesize it. The reactants are: C(N(CC)C(C)C)C.[Cl:9][C:10]1[C:19]2[N:18]([CH3:20])[O:17][CH:16]3[N:21]([C:27]([O:29][C:30]([CH3:33])([CH3:32])[CH3:31])=[O:28])[C@H:22]([C:24]([OH:26])=[O:25])[CH2:23][C@@:15]3([O:34][C:35]([O:37][C:38]([CH3:41])([CH3:40])[CH3:39])=[O:36])[C:14]=2[CH:13]=[CH:12][CH:11]=1.[C:42]([O:45][C@@H:46]1[C:55]([CH3:56])=[CH:54][C@@H:53]2[C@@:48]([OH:63])([C@@H:49]([CH3:62])[CH2:50][CH2:51][C@H:52]2[C:57]([CH3:61])=[C:58]([F:60])[F:59])[C@H:47]1O)(=[O:44])[CH3:43]. (4) Given the product [C:41]([O:45][C:46](=[O:51])[NH:47][CH2:48][CH2:49][O:20][C:19]1[CH:18]=[CH:17][C:16]([Cl:21])=[CH:15][C:14]=1[C:12](=[O:13])[NH:11][C:3]1[CH:2]=[CH:1][C:6]([N+:7]([O-:9])=[O:8])=[CH:5][C:4]=1[Cl:10])([CH3:44])([CH3:43])[CH3:42], predict the reactants needed to synthesize it. The reactants are: [CH:1]1[C:6]([N+:7]([O-:9])=[O:8])=[CH:5][C:4]([Cl:10])=[C:3]([NH:11][C:12]([C:14]2[CH:15]=[C:16]([Cl:21])[CH:17]=[CH:18][C:19]=2[OH:20])=[O:13])[CH:2]=1.C1C=CC(P(C2C=CC=CC=2)C2C=CC=CC=2)=CC=1.[C:41]([O:45][C:46](=[O:51])[NH:47][CH2:48][CH2:49]O)([CH3:44])([CH3:43])[CH3:42].CC(OC(/N=N/C(OC(C)C)=O)=O)C. (5) Given the product [CH:8]([N:11]1[C:5](=[O:7])[CH2:4][NH:3][C:12]1=[O:13])([CH3:10])[CH3:9], predict the reactants needed to synthesize it. The reactants are: [OH-].[Na+].[NH2:3][CH2:4][C:5]([OH:7])=O.[CH:8]([N:11]=[C:12]=[O:13])([CH3:10])[CH3:9].Cl. (6) The reactants are: C(N1[CH:12]=[CH:11][N:10]=[CH:9]1)([N:10]1[CH:11]=[CH:12]N=[CH:9]1)=O.[N:13]([CH2:16][CH2:17][CH2:18][C:19](O)=O)=[N+]=[N-].[CH2:22](O)[CH3:23]. Given the product [NH2:13][C:16]1[C:12]2[C:11]([N:10]=[C:9]3[C:17]=1[CH:18]=[CH:19][CH:23]=[CH:22]3)=[CH:19][CH:18]=[CH:17][CH:16]=2, predict the reactants needed to synthesize it. (7) Given the product [CH2:10]([O:12][C:13](=[O:21])[CH2:14][CH:15]1[CH2:20][CH2:19][N:18]([CH:1]2[CH2:4][CH2:3][CH2:2]2)[CH2:17][CH2:16]1)[CH3:11], predict the reactants needed to synthesize it. The reactants are: [C:1]1(=O)[CH2:4][CH2:3][CH2:2]1.C(O)(=O)C.[CH2:10]([O:12][C:13](=[O:21])[CH2:14][CH:15]1[CH2:20][CH2:19][NH:18][CH2:17][CH2:16]1)[CH3:11].C(O[BH-](OC(=O)C)OC(=O)C)(=O)C.[Na+].C(=O)(O)[O-].[Na+]. (8) Given the product [C:3]([CH2:2][CH2:83][CH2:14][N:16]([CH3:56])[C@H:17]([C:21]([NH:23][C@H:24]([C:28]([N:30]([C@@H:32]([C@@H:52]([CH3:55])[CH2:53][CH3:54])[C@H:33]([O:50][CH3:51])[CH2:34][C:35]([N:37]1[CH2:41][CH2:40][CH2:39][C@H:38]1[C@H:42]([O:48][CH3:49])[C@@H:43]([CH3:44])[C:45]([NH:75][C@@H:74]([C@H:59]([OH:61])[CH3:58])[C:73]([NH:72][CH2:65][C:66]1[CH:71]=[CH:70][CH:69]=[CH:68][CH:67]=1)=[O:79])=[O:47])=[O:36])[CH3:31])=[O:29])[CH:25]([CH3:27])[CH3:26])=[O:22])[CH:18]([CH3:19])[CH3:20])([OH:5])=[O:4], predict the reactants needed to synthesize it. The reactants are: F[C:2](F)(F)[C:3]([O-:5])=[O:4].[Na+].C(O[C:14]([N:16]([CH3:56])[C@H:17]([C:21]([NH:23][C@H:24]([C:28]([N:30]([C@@H:32]([C@@H:52]([CH3:55])[CH2:53][CH3:54])[C@H:33]([O:50][CH3:51])[CH2:34][C:35]([N:37]1[CH2:41][CH2:40][CH2:39][C@H:38]1[C@H:42]([O:48][CH3:49])[C@H:43]([C:45]([OH:47])=O)[CH3:44])=[O:36])[CH3:31])=[O:29])[CH:25]([CH3:27])[CH3:26])=[O:22])[CH:18]([CH3:20])[CH3:19])=O)(C)(C)C.F[C:58](F)(F)[C:59]([O-:61])=O.[Na+].[CH2:65]([NH:72][C:73](=[O:79])[C@H:74]([C@@H](C)O)[NH2:75])[C:66]1[CH:71]=[CH:70][CH:69]=[CH:68][CH:67]=1.N1(OC(N(C)C)=[N+](C)C)C2N=CC=C[C:83]=2N=N1.F[P-](F)(F)(F)(F)F.FC(F)(F)C(O)=O.O=CCCC(O)=O.C([BH3-])#N.[Na+]. (9) The reactants are: N.[OH:2]O.[C:4]([C:6]1[C:7]([CH3:36])=[C:8]([C:12]2[CH:20]=[CH:19][C:18]([F:21])=[C:17]3[C:13]=2[CH2:14][CH2:15][C@H:16]3[O:22][C:23]2[CH:35]=[CH:34][C:26]3[C@H:27]([CH2:30][C:31]([OH:33])=[O:32])[CH2:28][O:29][C:25]=3[CH:24]=2)[CH:9]=[CH:10][CH:11]=1)#[N:5]. Given the product [C:4]([C:6]1[C:7]([CH3:36])=[C:8]([C:12]2[CH:20]=[CH:19][C:18]([F:21])=[C:17]3[C:13]=2[CH2:14][CH2:15][C@H:16]3[O:22][C:23]2[CH:35]=[CH:34][C:26]3[C@H:27]([CH2:30][C:31]([OH:33])=[O:32])[CH2:28][O:29][C:25]=3[CH:24]=2)[CH:9]=[CH:10][CH:11]=1)(=[O:2])[NH2:5], predict the reactants needed to synthesize it. (10) Given the product [CH:7]([N:5]1[N:4]=[C:3]([C:10]#[N:11])[C:2]([NH:1][C:13]2[CH:18]=[CH:17][CH:16]=[CH:15][C:14]=2[N+:19]([O-:21])=[O:20])=[N:6]1)([CH3:9])[CH3:8], predict the reactants needed to synthesize it. The reactants are: [NH2:1][C:2]1[C:3]([C:10]#[N:11])=[N:4][N:5]([CH:7]([CH3:9])[CH3:8])[N:6]=1.F[C:13]1[CH:18]=[CH:17][CH:16]=[CH:15][C:14]=1[N+:19]([O-:21])=[O:20].O.[OH-].[Li+].